Predict the product of the given reaction. From a dataset of Forward reaction prediction with 1.9M reactions from USPTO patents (1976-2016). (1) Given the reactants C([O:8][CH2:9][CH2:10][C:11]1[N:12]=[C:13]([C:19]2[CH:24]=[CH:23][CH:22]=[CH:21][CH:20]=2)[O:14][C:15]=1[CH2:16][CH2:17][CH3:18])C1C=CC=CC=1, predict the reaction product. The product is: [C:19]1([C:13]2[O:14][C:15]([CH2:16][CH2:17][CH3:18])=[C:11]([CH2:10][CH2:9][OH:8])[N:12]=2)[CH:20]=[CH:21][CH:22]=[CH:23][CH:24]=1. (2) The product is: [CH3:48][N:47]([CH3:49])[C:42]1([CH:41]([C:50]2[CH:55]=[CH:54][CH:53]=[CH:52][CH:51]=2)[NH:40][C:12]([C:6]2[CH:5]=[CH:4][C:3]([O:2][CH3:1])=[C:11]3[O:10][CH:9]=[CH:8][C:7]=23)=[O:14])[CH2:46][CH2:45][CH2:44][CH2:43]1. Given the reactants [CH3:1][O:2][C:3]1[CH:4]=[CH:5][C:6]([C:12]([OH:14])=O)=[C:7]2[C:11]=1[O:10][CH:9]=[CH:8]2.C1C=CC2N(O)N=NC=2C=1.C1CCC(N=C=NC2CCCCC2)CC1.[NH2:40][CH:41]([C:50]1[CH:55]=[CH:54][CH:53]=[CH:52][CH:51]=1)[C:42]1([N:47]([CH3:49])[CH3:48])[CH2:46][CH2:45][CH2:44][CH2:43]1.C(N(C(C)C)CC)(C)C.C(O)C(N)(CO)CO, predict the reaction product. (3) Given the reactants C([O:4][C@H:5]1[C@@H:10]([O:11]C(=O)C)[C@H:9]([O:15]C(=O)C)[C@@H:8]([CH2:19][O:20]C(=O)C)[O:7][C@@H:6]1[O:24][C:25]1[CH:30]=[CH:29][C:28]([N:31]2[C:35]3=[N:36][CH:37]=[C:38]([C:40]#[N:41])[CH:39]=[C:34]3[CH:33]=[CH:32]2)=[CH:27][C:26]=1[Cl:42])(=O)C, predict the reaction product. The product is: [Cl:42][C:26]1[CH:27]=[C:28]([N:31]2[C:35]3=[N:36][CH:37]=[C:38]([C:40]#[N:41])[CH:39]=[C:34]3[CH:33]=[CH:32]2)[CH:29]=[CH:30][C:25]=1[O:24][C@H:6]1[O:7][C@H:8]([CH2:19][OH:20])[C@@H:9]([OH:15])[C@H:10]([OH:11])[C@@H:5]1[OH:4]. (4) Given the reactants [NH2:1][C:2]1[C:7]2=[CH:8][CH:9]=[C:10]([C:11]3[CH:16]=[CH:15][C:14]([N:17]4[CH2:22][CH2:21][N:20]([C:23]([O:25][C:26]([CH3:29])([CH3:28])[CH3:27])=[O:24])[CH2:19][CH2:18]4)=[CH:13][CH:12]=3)[N:6]2[N:5]=[CH:4][N:3]=1.[Br:30]N1C(C)(C)C(=O)N(Br)C1=O.[O-]S([O-])=O.[Na+].[Na+], predict the reaction product. The product is: [NH2:1][C:2]1[C:7]2=[C:8]([Br:30])[CH:9]=[C:10]([C:11]3[CH:12]=[CH:13][C:14]([N:17]4[CH2:18][CH2:19][N:20]([C:23]([O:25][C:26]([CH3:29])([CH3:28])[CH3:27])=[O:24])[CH2:21][CH2:22]4)=[CH:15][CH:16]=3)[N:6]2[N:5]=[CH:4][N:3]=1. (5) Given the reactants [CH3:1][C:2]1[C:8](=[O:9])[C:7]([O:10][CH3:11])=[C:6]([O:12][CH3:13])[C:4](=[O:5])[C:3]=1[CH2:14]/[CH:15]=[C:16](/[CH2:18][CH2:19]/[CH:20]=[C:21](/[CH2:23][CH2:24]/[CH:25]=[C:26](/[CH2:28][CH2:29]/[CH:30]=[C:31](/[CH2:33][CH2:34]/[CH:35]=[C:36](/[CH2:38][CH2:39]/[CH:40]=[C:41](/[CH2:43][CH2:44]/[CH:45]=[C:46](/[CH2:48][CH2:49]/[CH:50]=[C:51](/[CH2:53][CH2:54]/[CH:55]=[C:56](/[CH2:58][CH2:59][CH:60]=[C:61]([CH3:63])[CH3:62])\[CH3:57])\[CH3:52])\[CH3:47])\[CH3:42])\[CH3:37])\[CH3:32])\[CH3:27])\[CH3:22])\[CH3:17].O.S(S([O-])=O)([O-])=O.[Na+].[Na+], predict the reaction product. The product is: [CH3:1][C:2]1[C:8]([OH:9])=[C:7]([O:10][CH3:11])[C:6]([O:12][CH3:13])=[C:4]([OH:5])[C:3]=1[CH2:14]/[CH:15]=[C:16](/[CH2:18][CH2:19][CH:20]=[C:21]([CH3:23])[CH3:22])\[CH3:17].[CH3:1][C:2]1[C:8](=[O:9])[C:7]([O:10][CH3:11])=[C:6]([O:12][CH3:13])[C:4](=[O:5])[C:3]=1[CH2:14]/[CH:15]=[C:16](/[CH2:18][CH2:19]/[CH:20]=[C:21](/[CH2:23][CH2:24]/[CH:25]=[C:26](/[CH2:28][CH2:29]/[CH:30]=[C:31](/[CH2:33][CH2:34]/[CH:35]=[C:36](/[CH2:38][CH2:39]/[CH:40]=[C:41](/[CH2:43][CH2:44]/[CH:45]=[C:46](/[CH2:48][CH2:49]/[CH:50]=[C:51](/[CH2:53][CH2:54]/[CH:55]=[C:56](/[CH2:58][CH2:59][CH:60]=[C:61]([CH3:63])[CH3:62])\[CH3:57])\[CH3:52])\[CH3:47])\[CH3:42])\[CH3:37])\[CH3:32])\[CH3:27])\[CH3:22])\[CH3:17]. (6) Given the reactants Br[C:2]1[CH:7]=[CH:6][C:5]([C:8]2([CH2:11][CH2:12][CH2:13][CH2:14][CH2:15][CH2:16][CH2:17][CH2:18][CH3:19])[CH2:10][CH2:9]2)=[CH:4][CH:3]=1.BrC1C=CC(C2(CCCC)CC2)=CC=1.C([Li])CCC.CCCCCC.CN(C)[CH:47]=[O:48], predict the reaction product. The product is: [CH2:11]([C:8]1([C:5]2[CH:6]=[CH:7][C:2]([CH:47]=[O:48])=[CH:3][CH:4]=2)[CH2:10][CH2:9]1)[CH2:12][CH2:13][CH2:14][CH2:15][CH2:16][CH2:17][CH2:18][CH3:19]. (7) Given the reactants CCN(C(C)C)C(C)C.[OH:10][C:11]1[CH:12]=[CH:13][CH:14]=[C:15]2[C:20]=1[O:19][C:18](=[O:21])[C:17]([C:22]([OH:24])=O)=[CH:16]2.CN(C(ON1N=NC2C=CC=NC1=2)=[N+](C)C)C.F[P-](F)(F)(F)(F)F.[N:49]1([S:55]([C:58]2[CH:63]=[CH:62][CH:61]=[CH:60][C:59]=2[C:64]2[CH:69]=[CH:68][CH:67]=[C:66]([NH2:70])[CH:65]=2)(=[O:57])=[O:56])[CH2:54][CH2:53][O:52][CH2:51][CH2:50]1, predict the reaction product. The product is: [N:49]1([S:55]([C:58]2[CH:63]=[CH:62][CH:61]=[CH:60][C:59]=2[C:64]2[CH:69]=[CH:68][CH:67]=[C:66]([NH:70][C:22]([C:17]3[C:18](=[O:21])[O:19][C:20]4[C:15]([CH:16]=3)=[CH:14][CH:13]=[CH:12][C:11]=4[OH:10])=[O:24])[CH:65]=2)(=[O:57])=[O:56])[CH2:50][CH2:51][O:52][CH2:53][CH2:54]1.